From a dataset of Reaction yield outcomes from USPTO patents with 853,638 reactions. Predict the reaction yield, written as a fraction of the theoretical maximum amount of product (1.0 means a 100% yield; for example, 0.34 means a 34% yield). (1) The reactants are [CH3:1][C:2]1([CH3:8])[CH2:6][C:5](=[O:7])[CH:4]=[CH:3]1.C1(C)C=CC(S([CH2:18][N+:19]#[C-:20])(=O)=O)=CC=1.CC(C)([O-])C.[K+].O. The catalyst is O1CCCC1. The product is [CH3:1][C:2]1([CH3:8])[C:3]2=[CH:18][NH:19][CH:20]=[C:4]2[C:5](=[O:7])[CH2:6]1. The yield is 0.230. (2) The reactants are [H-].[Na+].[CH2:3](Br)[C:4]1[CH:9]=[CH:8][CH:7]=[CH:6][CH:5]=1.[C:11]([O:15][C:16]([N:18]1[CH2:22][C@H:21]([CH2:23][OH:24])[C@@H:20]([OH:25])[CH2:19]1)=[O:17])([CH3:14])([CH3:13])[CH3:12]. The catalyst is CN(C=O)C.C1(C)C=CC=CC=1. The product is [C:11]([O:15][C:16]([N:18]1[CH2:22][C@H:21]([CH2:23][O:24][CH2:3][C:4]2[CH:9]=[CH:8][CH:7]=[CH:6][CH:5]=2)[C@@H:20]([O:25][CH2:3][C:4]2[CH:9]=[CH:8][CH:7]=[CH:6][CH:5]=2)[CH2:19]1)=[O:17])([CH3:14])([CH3:12])[CH3:13]. The yield is 0.960. (3) The reactants are COC1C=C(OC)C=CC=1C[NH:6][C@@H:7]1[CH2:12][CH2:11][C@H:10]([NH:13][S:14]([C:17]2[CH:22]=[CH:21][C:20]([C:23]3[CH:28]=[CH:27][C:26]([F:29])=[CH:25][C:24]=3[F:30])=[CH:19][CH:18]=2)(=[O:16])=[O:15])[CH2:9][CH2:8]1.O. The product is [NH2:6][C@@H:7]1[CH2:12][CH2:11][C@H:10]([NH:13][S:14]([C:17]2[CH:18]=[CH:19][C:20]([C:23]3[CH:28]=[CH:27][C:26]([F:29])=[CH:25][C:24]=3[F:30])=[CH:21][CH:22]=2)(=[O:16])=[O:15])[CH2:9][CH2:8]1. The catalyst is C(#N)C.CCOC(C)=O. The yield is 0.250. (4) The reactants are [C:1]([O:5][C:6]([N:8]1[CH:13]([C:14](O)=O)[CH2:12][CH:11]2[CH:9]1[CH2:10]2)=[O:7])([CH3:4])([CH3:3])[CH3:2].[Br:17][C:18]1[CH:27]=[CH:26][C:25]2[C:20](=[CH:21][CH:22]=[C:23]([NH2:29])[C:24]=2[NH2:28])[CH:19]=1.CN(C(ON1N=NC2C=CC=NC1=2)=[N+](C)C)C.F[P-](F)(F)(F)(F)F.CCN(C(C)C)C(C)C.C(=O)(O)[O-].[Na+].[OH-].[Na+]. The catalyst is C(Cl)Cl.CCOC(C)=O.CC(O)=O. The product is [C:1]([O:5][C:6]([N:8]1[CH:13]([C:14]2[NH:28][C:24]3[C:25]4[C:20]([CH:21]=[CH:22][C:23]=3[N:29]=2)=[CH:19][C:18]([Br:17])=[CH:27][CH:26]=4)[CH2:12][CH:11]2[CH:9]1[CH2:10]2)=[O:7])([CH3:4])([CH3:3])[CH3:2]. The yield is 0.970. (5) The reactants are [NH2:1][C:2]1[N:3]=[C:4]2[CH:9]=[CH:8][C:7]([O:10][C:11]3[CH:12]=[C:13]([NH:17][C:18](=[O:29])[C:19]4[CH:24]=[CH:23][CH:22]=[C:21]([C:25]([F:28])([F:27])[F:26])[CH:20]=4)[CH:14]=[CH:15][CH:16]=3)=[N:6][N:5]2[CH:30]=1.I[C:32]1[CH:37]=[CH:36][CH:35]=[CH:34][CH:33]=1.C1(P(C2CCCCC2)C2C=CC=CC=2C2C(C(C)C)=CC(C(C)C)=CC=2C(C)C)CCCCC1.CC(C)([O-])C.[Na+].C(=O)([O-])O.[Na+]. The catalyst is C1C=CC(/C=C/C(/C=C/C2C=CC=CC=2)=O)=CC=1.C1C=CC(/C=C/C(/C=C/C2C=CC=CC=2)=O)=CC=1.C1C=CC(/C=C/C(/C=C/C2C=CC=CC=2)=O)=CC=1.[Pd].[Pd].C1(C)C=CC=CC=1. The product is [NH:1]([C:2]1[N:3]=[C:4]2[CH:9]=[CH:8][C:7]([O:10][C:11]3[CH:12]=[C:13]([NH:17][C:18](=[O:29])[C:19]4[CH:24]=[CH:23][CH:22]=[C:21]([C:25]([F:28])([F:27])[F:26])[CH:20]=4)[CH:14]=[CH:15][CH:16]=3)=[N:6][N:5]2[CH:30]=1)[C:32]1[CH:37]=[CH:36][CH:35]=[CH:34][CH:33]=1. The yield is 0.160. (6) The reactants are [CH2:1]1[CH2:3][CH:2]1[C:4](O)=O.Cl.Cl.[C:9]1([NH2:16])[CH:14]=[CH:13][CH:12]=[CH:11][C:10]=1[NH2:15].[OH-].[Na+]. The catalyst is O. The product is [CH:2]1([C:4]2[NH:15][C:10]3[CH:11]=[CH:12][CH:13]=[CH:14][C:9]=3[N:16]=2)[CH2:3][CH2:1]1. The yield is 0.130.